Predict which catalyst facilitates the given reaction. From a dataset of Catalyst prediction with 721,799 reactions and 888 catalyst types from USPTO. Reactant: Cl.[Cl:2][C:3]1[CH:8]=[CH:7][C:6]([CH2:9][CH:10]([C:14]2[CH:19]=[CH:18][CH:17]=[CH:16][CH:15]=2)[CH:11](N)C)=[CH:5][CH:4]=1.[OH2:20].[OH-:21].[Li+]. Product: [Cl:2][C:3]1[CH:8]=[CH:7][C:6]([CH2:9][CH:10]([C:14]2[CH:19]=[CH:18][CH:17]=[CH:16][CH:15]=2)[C:11]([OH:21])=[O:20])=[CH:5][CH:4]=1. The catalyst class is: 47.